Predict the reaction yield, written as a fraction of the theoretical maximum amount of product (1.0 means a 100% yield; for example, 0.34 means a 34% yield). From a dataset of Reaction yield outcomes from USPTO patents with 853,638 reactions. (1) The reactants are [CH3:1][C:2]1[N:7]=[C:6]([C:8]#[N:9])[CH:5]=[CH:4][CH:3]=1.O.[NH2:11][NH2:12]. The catalyst is C(O)C. The product is [CH3:1][C:2]1[N:7]=[C:6]([C:8](=[N:11][NH2:12])[NH2:9])[CH:5]=[CH:4][CH:3]=1. The yield is 0.789. (2) The reactants are C(NC(C)C)(C)C.C([Li])CCC.C(O[C:16](=[O:21])[C:17]([F:20])([F:19])[CH3:18])C.[Br:22][CH2:23][Br:24]. The catalyst is C1COCC1. The product is [Br:22][CH:23]([Br:24])[C:16](=[O:21])[C:17]([F:19])([F:20])[CH3:18]. The yield is 0.430. (3) The reactants are [NH2:1][CH2:2][C@H:3]([N:5]1[CH:9]=[CH:8][C:7]([C:10]2[CH:17]=[CH:16][C:13]([C:14]#[N:15])=[C:12]([Cl:18])[CH:11]=2)=[N:6]1)[CH3:4].[C:19]([C:22]1[CH:26]=[C:25]([C:27](O)=[O:28])[NH:24][N:23]=1)(=[O:21])[CH3:20]. No catalyst specified. The product is [C:19]([C:22]1[CH:26]=[C:25]([C:27]([NH:1][CH2:2][C@H:3]([N:5]2[CH:9]=[CH:8][C:7]([C:10]3[CH:17]=[CH:16][C:13]([C:14]#[N:15])=[C:12]([Cl:18])[CH:11]=3)=[N:6]2)[CH3:4])=[O:28])[NH:24][N:23]=1)(=[O:21])[CH3:20]. The yield is 0.560. (4) The reactants are [C:1]([N:11]1[CH2:15][CH2:14][C@H:13]([NH2:16])[CH2:12]1)([O:3][CH2:4][C:5]1[CH:10]=[CH:9][CH:8]=[CH:7][CH:6]=1)=[O:2].Cl[C:18]1[N:27]=[C:26]([C:28]2[C:33]([F:34])=[CH:32][CH:31]=[CH:30][C:29]=2[F:35])[C:25]2[C:20](=[CH:21][CH:22]=[CH:23][CH:24]=2)[N:19]=1.C(OCC)(=O)C. The catalyst is C1(C)C=CC=CC=1. The product is [CH2:4]([O:3][C:1]([N:11]1[CH2:15][CH2:14][CH:13]([NH:16][C:18]2[N:27]=[C:26]([C:28]3[C:29]([F:35])=[CH:30][CH:31]=[CH:32][C:33]=3[F:34])[C:25]3[C:20](=[CH:21][CH:22]=[CH:23][CH:24]=3)[N:19]=2)[CH2:12]1)=[O:2])[C:5]1[CH:10]=[CH:9][CH:8]=[CH:7][CH:6]=1. The yield is 0.960. (5) The reactants are [Al+3].[Cl-].[Cl-].[Cl-].C(O[C:9](=[O:11])[CH3:10])(=O)C.[C:12]1([S:18]([N:21]2[C:29]3[C:24](=[CH:25][CH:26]=[CH:27][CH:28]=3)[CH2:23][CH2:22]2)(=[O:20])=[O:19])[CH:17]=[CH:16][CH:15]=[CH:14][CH:13]=1. The yield is 0.790. The product is [C:12]1([S:18]([N:21]2[C:29]3[C:24](=[CH:25][C:26]([C:9](=[O:11])[CH3:10])=[CH:27][CH:28]=3)[CH2:23][CH2:22]2)(=[O:20])=[O:19])[CH:13]=[CH:14][CH:15]=[CH:16][CH:17]=1. The catalyst is C(Cl)Cl.